From a dataset of NCI-60 drug combinations with 297,098 pairs across 59 cell lines. Regression. Given two drug SMILES strings and cell line genomic features, predict the synergy score measuring deviation from expected non-interaction effect. (1) Drug 1: CCCCCOC(=O)NC1=NC(=O)N(C=C1F)C2C(C(C(O2)C)O)O. Drug 2: C1=CN(C=N1)CC(O)(P(=O)(O)O)P(=O)(O)O. Cell line: PC-3. Synergy scores: CSS=-3.02, Synergy_ZIP=1.26, Synergy_Bliss=-0.236, Synergy_Loewe=-3.93, Synergy_HSA=-3.95. (2) Drug 1: CC1C(C(CC(O1)OC2CC(CC3=C2C(=C4C(=C3O)C(=O)C5=C(C4=O)C(=CC=C5)OC)O)(C(=O)CO)O)N)O.Cl. Drug 2: C1CC(=O)NC(=O)C1N2C(=O)C3=CC=CC=C3C2=O. Cell line: SF-268. Synergy scores: CSS=2.76, Synergy_ZIP=0.681, Synergy_Bliss=1.38, Synergy_Loewe=0.628, Synergy_HSA=1.23. (3) Drug 2: CC1=C(C(=O)C2=C(C1=O)N3CC4C(C3(C2COC(=O)N)OC)N4)N. Cell line: NCI/ADR-RES. Synergy scores: CSS=20.0, Synergy_ZIP=-5.76, Synergy_Bliss=-1.05, Synergy_Loewe=-0.482, Synergy_HSA=1.28. Drug 1: C1CN1P(=S)(N2CC2)N3CC3. (4) Drug 1: CCCCCOC(=O)NC1=NC(=O)N(C=C1F)C2C(C(C(O2)C)O)O. Drug 2: CN(C(=O)NC(C=O)C(C(C(CO)O)O)O)N=O. Cell line: NCI-H322M. Synergy scores: CSS=-3.57, Synergy_ZIP=3.72, Synergy_Bliss=5.40, Synergy_Loewe=2.04, Synergy_HSA=1.02. (5) Drug 1: CN1C2=C(C=C(C=C2)N(CCCl)CCCl)N=C1CCCC(=O)O.Cl. Drug 2: CN(C(=O)NC(C=O)C(C(C(CO)O)O)O)N=O. Cell line: ACHN. Synergy scores: CSS=2.01, Synergy_ZIP=1.88, Synergy_Bliss=4.22, Synergy_Loewe=-0.531, Synergy_HSA=0.0467.